This data is from Full USPTO retrosynthesis dataset with 1.9M reactions from patents (1976-2016). The task is: Predict the reactants needed to synthesize the given product. (1) Given the product [OH:1][C:2]([C:5]1[CH:17]=[C:16]2[C:8]([C:9]3[C:10]([C:31]4[CH:36]=[CH:35][CH:34]=[C:33]([N:37]5[C:42](=[O:43])[CH:41]=[C:40]6[CH:44]=[C:45]([O:48][CH3:49])[CH:46]=[CH:47][N:39]6[C:38]5=[O:50])[C:32]=4[CH3:51])=[CH:11][CH:12]=[C:13]([C:18]([NH2:20])=[O:19])[C:14]=3[NH:15]2)=[CH:7][CH:6]=1)([CH3:4])[CH3:3], predict the reactants needed to synthesize it. The reactants are: [OH:1][C:2]([C:5]1[CH:17]=[C:16]2[C:8]([C:9]3[C:10](B4OC(C)(C)C(C)(C)O4)=[CH:11][CH:12]=[C:13]([C:18]([NH2:20])=[O:19])[C:14]=3[NH:15]2)=[CH:7][CH:6]=1)([CH3:4])[CH3:3].Br[C:31]1[C:32]([CH3:51])=[C:33]([N:37]2[C:42](=[O:43])[CH:41]=[C:40]3[CH:44]=[C:45]([O:48][CH3:49])[CH:46]=[CH:47][N:39]3[C:38]2=[O:50])[CH:34]=[CH:35][CH:36]=1.C([O-])([O-])=O.[Cs+].[Cs+]. (2) Given the product [F:67][C:68]1[CH:69]=[C:70]([CH:74]=[CH:75][N:76]=1)[C:71]([NH:1][C:2]1[N:3]=[C:4]2[CH:9]=[CH:8][C:7]([C:10]3[N:14]4[CH2:15][CH2:16][N:17]([C:19]([O:21][C:22]([CH3:23])([CH3:24])[CH3:25])=[O:20])[CH2:18][C:13]4=[N:12][C:11]=3[C:26]3[CH:27]=[CH:28][C:29]([F:32])=[CH:30][CH:31]=3)=[N:6][N:5]2[CH:33]=1)=[O:72], predict the reactants needed to synthesize it. The reactants are: [NH2:1][C:2]1[N:3]=[C:4]2[CH:9]=[CH:8][C:7]([C:10]3[N:14]4[CH2:15][CH2:16][N:17]([C:19]([O:21][C:22]([CH3:25])([CH3:24])[CH3:23])=[O:20])[CH2:18][C:13]4=[N:12][C:11]=3[C:26]3[CH:31]=[CH:30][C:29]([F:32])=[CH:28][CH:27]=3)=[N:6][N:5]2[CH:33]=1.CN(C(ON1N=NC2C=CC=NC1=2)=[N+](C)C)C.F[P-](F)(F)(F)(F)F.CCN(C(C)C)C(C)C.[F:67][C:68]1[CH:69]=[C:70]([CH:74]=[CH:75][N:76]=1)[C:71](O)=[O:72]. (3) Given the product [C:24]1([C:2]2[CH:3]=[CH:4][C:5]3[C:6]4[N:14]([CH2:15][CH2:16][CH2:17][C:18](=[O:20])[CH3:19])[C:13]([CH2:21][CH2:22][CH3:23])=[N:12][C:7]=4[CH:8]=[N:9][C:10]=3[CH:11]=2)[CH:29]=[CH:28][CH:27]=[CH:26][CH:25]=1, predict the reactants needed to synthesize it. The reactants are: Br[C:2]1[CH:3]=[CH:4][C:5]2[C:6]3[N:14]([CH2:15][CH2:16][CH2:17][C:18](=[O:20])[CH3:19])[C:13]([CH2:21][CH2:22][CH3:23])=[N:12][C:7]=3[CH:8]=[N:9][C:10]=2[CH:11]=1.[C:24]1(B(O)O)[CH:29]=[CH:28][CH:27]=[CH:26][CH:25]=1.C1(P(C2C=CC=CC=2)C2C=CC=CC=2)C=CC=CC=1.C(=O)([O-])[O-].[Na+].[Na+]. (4) Given the product [Cl:1][C:2]1[CH:16]=[CH:15][C:5]([O:6][C:7]2[CH:8]=[C:9]([CH2:10][OH:11])[CH:12]=[CH:13][CH:14]=2)=[C:4]([N+:17]([O-:19])=[O:18])[CH:3]=1, predict the reactants needed to synthesize it. The reactants are: [Cl:1][C:2]1[CH:16]=[CH:15][C:5]([O:6][C:7]2[CH:8]=[C:9]([CH:12]=[CH:13][CH:14]=2)[CH:10]=[O:11])=[C:4]([N+:17]([O-:19])=[O:18])[CH:3]=1.[BH4-].[Na+]. (5) Given the product [NH2:1][C:2]1[S:3][C:4]([C:7]([NH:27][C:22]2[C:21]([NH:20][C:18](=[O:19])[C:17]3[CH:28]=[CH:29][C:14]([C:10]([CH3:12])([CH3:11])[CH3:13])=[CH:15][CH:16]=3)=[CH:26][CH:25]=[CH:24][CH:23]=2)=[O:9])=[CH:5][N:6]=1, predict the reactants needed to synthesize it. The reactants are: [NH2:1][C:2]1[S:3][C:4]([C:7]([OH:9])=O)=[CH:5][N:6]=1.[C:10]([C:14]1[CH:29]=[CH:28][C:17]([C:18]([NH:20][C:21]2[C:22]([NH2:27])=[CH:23][CH:24]=[CH:25][CH:26]=2)=[O:19])=[CH:16][CH:15]=1)([CH3:13])([CH3:12])[CH3:11].